Task: Predict which catalyst facilitates the given reaction.. Dataset: Catalyst prediction with 721,799 reactions and 888 catalyst types from USPTO (1) Reactant: [CH3:1][C:2]([C:9]1[CH:14]=[CH:13][C:12]([N+:15]([O-])=O)=[CH:11][CH:10]=1)([CH3:8])[C:3]([O:5][CH2:6][CH3:7])=[O:4].N#N. Product: [NH2:15][C:12]1[CH:11]=[CH:10][C:9]([C:2]([CH3:1])([CH3:8])[C:3]([O:5][CH2:6][CH3:7])=[O:4])=[CH:14][CH:13]=1. The catalyst class is: 29. (2) Reactant: Br[C:2]1[CH:7]=[C:6]([CH3:8])[C:5]([Br:9])=[CH:4][C:3]=1[CH3:10].C([Mg]Cl)(C)C.C([Li])CCC.C(O)(=O)C[C:23](CC(O)=O)(C(O)=O)[OH:24]. Product: [Br:9][C:5]1[C:6]([CH3:8])=[CH:7][C:2]([CH:23]=[O:24])=[C:3]([CH3:10])[CH:4]=1. The catalyst class is: 118. (3) Reactant: [CH2:1]([O:3][C:4]([C:6]1[CH2:11][C@H:10]([NH:12][C:13]([O:15][C:16]([CH3:19])([CH3:18])[CH3:17])=[O:14])[C@H:9]([OH:20])[C@H:8]([O:21][CH:22]([CH2:25][CH3:26])[CH2:23][CH3:24])[CH:7]=1)=[O:5])[CH3:2].N1C=CC=CC=1.[F:33][C:34]([F:47])([F:46])[S:35](O[S:35]([C:34]([F:47])([F:46])[F:33])(=[O:37])=[O:36])(=[O:37])=[O:36]. Product: [CH2:1]([O:3][C:4]([C:6]1[CH2:11][C@H:10]([NH:12][C:13]([O:15][C:16]([CH3:19])([CH3:17])[CH3:18])=[O:14])[C@H:9]([O:20][S:35]([C:34]([F:47])([F:46])[F:33])(=[O:37])=[O:36])[C@H:8]([O:21][CH:22]([CH2:25][CH3:26])[CH2:23][CH3:24])[CH:7]=1)=[O:5])[CH3:2]. The catalyst class is: 2. (4) Reactant: [Cl:1][C:2]1[CH:3]=[C:4]([OH:8])[CH:5]=[CH:6][CH:7]=1.Br[CH2:10][C:11]([NH2:13])=[O:12].C([O-])([O-])=O.[K+].[K+]. Product: [Cl:1][C:2]1[CH:3]=[C:4]([CH:5]=[CH:6][CH:7]=1)[O:8][CH2:10][C:11]([NH2:13])=[O:12]. The catalyst class is: 21.